This data is from Full USPTO retrosynthesis dataset with 1.9M reactions from patents (1976-2016). The task is: Predict the reactants needed to synthesize the given product. (1) Given the product [CH3:22][O:21][C:18]1[CH:19]=[CH:20][C:15]([C:13](=[O:14])[CH3:12])=[CH:16][CH:17]=1.[CH3:22][O:21][C:18]1[CH:19]=[CH:20][C:15]([CH:13]([OH:14])[CH3:12])=[CH:16][CH:17]=1, predict the reactants needed to synthesize it. The reactants are: CCCCCC.COC1C=CC=CC=1O[CH2:12][CH:13]([C:15]1[CH:20]=[CH:19][C:18]([O:21][CH3:22])=[CH:17][CH:16]=1)[OH:14].[BH4-].[Na+].[O-]S([O-])(=O)=O.[Mg+2]. (2) Given the product [C:1]([O:5][C:6](=[O:19])[NH:7][CH2:8][C:9]1[CH:14]=[C:13]([CH:15]=[O:25])[CH:12]=[C:11]([Cl:17])[C:10]=1[F:18])([CH3:4])([CH3:3])[CH3:2], predict the reactants needed to synthesize it. The reactants are: [C:1]([O:5][C:6](=[O:19])[NH:7][CH2:8][C:9]1[CH:14]=[C:13]([CH:15]=C)[CH:12]=[C:11]([Cl:17])[C:10]=1[F:18])([CH3:4])([CH3:3])[CH3:2].O.C[N+]1([O-])CC[O:25]CC1.[O-]S([O-])(=S)=O.[Na+].[Na+]. (3) Given the product [CH2:13]([N:8]1[CH2:7][C:6]2[CH:1]=[C:2]([NH2:12])[CH:3]=[CH:4][C:5]=2[S:11][CH2:10][CH2:9]1)[CH3:14], predict the reactants needed to synthesize it. The reactants are: [CH:1]1[C:6]2[CH2:7][NH:8][CH2:9][CH2:10][S:11][C:5]=2[CH:4]=[CH:3][C:2]=1[NH2:12].[CH2:13](N(C(C)C)C(C)C)[CH3:14].BrCC. (4) Given the product [C:2]([N:3]=[C:5]([O:8][CH2:9][CH3:10])[CH2:6][CH3:7])#[N:1], predict the reactants needed to synthesize it. The reactants are: [N:1]#[C:2][NH2:3].Cl.[C:5](=N)([O:8][CH2:9][CH3:10])[CH2:6][CH3:7].OP([O-])([O-])=O.[K+].[K+]. (5) Given the product [CH3:6][O:7][C:8]1[CH:13]=[CH:12][CH:11]=[CH:10][C:9]=1[O:14][CH2:1][CH:3]1[CH2:4][O:5]1, predict the reactants needed to synthesize it. The reactants are: [CH2:1]([CH:3]1[O:5][CH2:4]1)Cl.[CH3:6][O:7][C:8]1[CH:13]=[CH:12][CH:11]=[CH:10][C:9]=1[OH:14].O1CCOCC1.[OH-].[Na+]. (6) Given the product [Si:5]([O:12][CH2:13][C@@H:14]1[CH:19]=[C:18]([CH3:20])[C@H:17]([OH:21])[CH2:16][N:15]1[C:22]([O:24][C:25]([CH3:28])([CH3:27])[CH3:26])=[O:23])([C:8]([CH3:11])([CH3:9])[CH3:10])([CH3:7])[CH3:6], predict the reactants needed to synthesize it. The reactants are: [Cl-].[Ce+3].[Cl-].[Cl-].[Si:5]([O:12][CH2:13][C@@H:14]1[CH:19]=[C:18]([CH3:20])[C:17](=[O:21])[CH2:16][N:15]1[C:22]([O:24][C:25]([CH3:28])([CH3:27])[CH3:26])=[O:23])([C:8]([CH3:11])([CH3:10])[CH3:9])([CH3:7])[CH3:6].[BH4-].[Na+]. (7) Given the product [CH3:1][O:2][C:3]1[CH:8]=[CH:7][C:6]([N+:9]([O-:11])=[O:10])=[CH:5][C:4]=1[N:12]([CH3:20])[C:13](=[O:16])[CH2:14][CH3:15], predict the reactants needed to synthesize it. The reactants are: [CH3:1][O:2][C:3]1[CH:8]=[CH:7][C:6]([N+:9]([O-:11])=[O:10])=[CH:5][C:4]=1[NH:12][C:13](=[O:16])[CH2:14][CH3:15].[H-].[Na+].I[CH3:20]. (8) Given the product [Br:1][C:2]1[CH:7]=[CH:6][N:5]=[C:4]([N:8]([CH3:19])[C:9](=[O:15])[O:10][C:11]([CH3:12])([CH3:14])[CH3:13])[CH:3]=1, predict the reactants needed to synthesize it. The reactants are: [Br:1][C:2]1[CH:7]=[CH:6][N:5]=[C:4]([NH:8][C:9](=[O:15])[O:10][C:11]([CH3:14])([CH3:13])[CH3:12])[CH:3]=1.[H-].[Na+].I[CH3:19].